This data is from TCR-epitope binding with 47,182 pairs between 192 epitopes and 23,139 TCRs. The task is: Binary Classification. Given a T-cell receptor sequence (or CDR3 region) and an epitope sequence, predict whether binding occurs between them. (1) Result: 0 (the TCR does not bind to the epitope). The TCR CDR3 sequence is CASSWSGGQRGYTF. The epitope is EPLPQGQLTAY. (2) The TCR CDR3 sequence is CASSQDSGGTDTQYF. The epitope is RLRPGGKKR. Result: 0 (the TCR does not bind to the epitope). (3) The epitope is RLRAEAQVK. The TCR CDR3 sequence is CASSYLPGQGDHYSNQPQHF. Result: 0 (the TCR does not bind to the epitope). (4) The epitope is RLRAEAQVK. The TCR CDR3 sequence is CSALPPLAGGHTDTQYF. Result: 1 (the TCR binds to the epitope). (5) The epitope is HTTDPSFLGRY. The TCR CDR3 sequence is CAISESTSGGAYEQFF. Result: 0 (the TCR does not bind to the epitope). (6) The epitope is GTSGSPIINR. The TCR CDR3 sequence is CASSLGPSGGELFF. Result: 1 (the TCR binds to the epitope). (7) The epitope is SSTFNVPMEKLK. The TCR CDR3 sequence is CASSLRGRGDQPQHF. Result: 0 (the TCR does not bind to the epitope). (8) Result: 1 (the TCR binds to the epitope). The TCR CDR3 sequence is CASRPVQGESYNEQFF. The epitope is LEPLVDLPI. (9) The epitope is ITEEVGHTDLMAAY. The TCR CDR3 sequence is CASSGANYGYTF. Result: 0 (the TCR does not bind to the epitope). (10) The epitope is CLGGLLTMV. The TCR CDR3 sequence is CASSFRTGRNQPQHF. Result: 0 (the TCR does not bind to the epitope).